Dataset: Catalyst prediction with 721,799 reactions and 888 catalyst types from USPTO. Task: Predict which catalyst facilitates the given reaction. (1) Reactant: [CH3:1][O:2][C:3]1[CH:4]=[CH:5][CH:6]=[C:7]2[C:11]=1[NH:10][CH:9]=[C:8]2[C:12]([NH:14][CH2:15][C:16]1[CH:21]=[CH:20][CH:19]=[C:18]([CH3:22])[CH:17]=1)=[O:13].C(=O)([O-])[O-].[Cs+].[Cs+].[Cl:29][CH2:30][CH2:31][CH2:32]I. Product: [Cl:29][CH2:30][CH2:31][CH2:32][N:10]1[C:11]2[C:7](=[CH:6][CH:5]=[CH:4][C:3]=2[O:2][CH3:1])[C:8]([C:12]([NH:14][CH2:15][C:16]2[CH:21]=[CH:20][CH:19]=[C:18]([CH3:22])[CH:17]=2)=[O:13])=[CH:9]1. The catalyst class is: 23. (2) Reactant: [CH:1](=[N:8][N:9]([C:11]1[CH:20]=[CH:19][C:14]([C:15](OC)=[O:16])=[CH:13][CH:12]=1)[CH3:10])[C:2]1[CH:7]=[CH:6][CH:5]=[CH:4][CH:3]=1.[H-].[Al+3].[Li+].[H-].[H-].[H-].O.[OH-].[Na+]. Product: [CH:1](=[N:8][N:9]([C:11]1[CH:12]=[CH:13][C:14]([CH2:15][OH:16])=[CH:19][CH:20]=1)[CH3:10])[C:2]1[CH:3]=[CH:4][CH:5]=[CH:6][CH:7]=1. The catalyst class is: 49. (3) Reactant: [Cl:1][C:2]1[CH:8]=[CH:7][C:5]([NH2:6])=[CH:4][CH:3]=1.[CH2:9]([C:11](=O)[C:12]([O-:14])=[O:13])[CH3:10].[CH3:16][C:17]1[CH:24]=[C:23]([CH3:25])[CH:22]=[C:21]([CH3:26])[C:18]=1C=C.F[C:28](F)(F)[C:29](O)=O. Product: [CH2:28]([O:14][C:12]([CH:11]1[CH2:9][CH:10]([C:24]2[C:17]([CH3:16])=[CH:18][C:21]([CH3:26])=[CH:22][C:23]=2[CH3:25])[C:7]2[C:5](=[CH:4][CH:3]=[C:2]([Cl:1])[CH:8]=2)[NH:6]1)=[O:13])[CH3:29]. The catalyst class is: 10.